This data is from Catalyst prediction with 721,799 reactions and 888 catalyst types from USPTO. The task is: Predict which catalyst facilitates the given reaction. (1) Reactant: [CH2:1]([N:8]1[C:12]2([CH2:16][CH2:15][NH:14][CH2:13]2)[CH2:11][CH2:10][CH2:9]1)[C:2]1[CH:7]=[CH:6][CH:5]=[CH:4][CH:3]=1.Br[C:18]1[CH:19]=[N:20][CH:21]=[CH:22][CH:23]=1.CC(C)([O-])C.[K+].C1(P(C2C=CC=CC=2)C2(P(C3C=CC=CC=3)C3C=CC=CC=3)CC=C3C(C=CC=C3)=C2C2C3C(=CC=CC=3)C=CC=2)C=CC=CC=1. Product: [CH2:1]([N:8]1[C:12]2([CH2:16][CH2:15][N:14]([C:18]3[CH:19]=[N:20][CH:21]=[CH:22][CH:23]=3)[CH2:13]2)[CH2:11][CH2:10][CH2:9]1)[C:2]1[CH:3]=[CH:4][CH:5]=[CH:6][CH:7]=1. The catalyst class is: 720. (2) Reactant: [N:1]1[CH:6]=[CH:5][C:4]([NH2:7])=[C:3]([NH2:8])[CH:2]=1.Cl.[CH2:10]([N:17]1[CH2:22][CH2:21][O:20][CH:19]([C:23](O)=O)[CH2:18]1)[C:11]1[CH:16]=[CH:15][CH:14]=[CH:13][CH:12]=1.[NH4+].[OH-]. Product: [C:11]1([CH2:10][N:17]2[CH2:22][CH2:21][O:20][CH:19]([C:23]3[NH:7][C:4]4[CH:5]=[CH:6][N:1]=[CH:2][C:3]=4[N:8]=3)[CH2:18]2)[CH:12]=[CH:13][CH:14]=[CH:15][CH:16]=1. The catalyst class is: 6.